From a dataset of Full USPTO retrosynthesis dataset with 1.9M reactions from patents (1976-2016). Predict the reactants needed to synthesize the given product. (1) Given the product [Br:1][C:2]1[CH:10]=[CH:9][C:8]([C:11]([F:14])([F:13])[F:12])=[CH:7][C:3]=1[C:4]([NH:37][CH2:36][C:32]1[CH:31]=[C:30]([CH:35]=[CH:34][CH:33]=1)[O:29][C:26]1[CH:27]=[CH:28][C:23]([O:22][C:19]([CH3:21])([CH3:20])[C:18]([OH:40])=[O:17])=[C:24]([CH3:38])[CH:25]=1)=[O:6], predict the reactants needed to synthesize it. The reactants are: [Br:1][C:2]1[CH:10]=[CH:9][C:8]([C:11]([F:14])([F:13])[F:12])=[CH:7][C:3]=1[C:4]([OH:6])=O.C([O:17][C:18](=[O:40])[C:19]([O:22][C:23]1[CH:28]=[CH:27][C:26]([O:29][C:30]2[CH:35]=[CH:34][CH:33]=[C:32]([CH2:36][NH2:37])[CH:31]=2)=[CH:25][C:24]=1[CH2:38]C)([CH3:21])[CH3:20])C. (2) Given the product [Cl:24][C:23]1[CH:25]=[C:19]([C:55]2[CH:54]=[CH:53][C:52]([CH2:51][C@@H:50]([NH:59][C:7]([C:5]3[N:4]=[N:3][N:2]([OH:1])[CH:6]=3)=[O:9])[CH2:49][C@@H:48]([OH:60])[C:47]([OH:61])=[O:46])=[CH:57][CH:56]=2)[CH:20]=[CH:21][CH:22]=1, predict the reactants needed to synthesize it. The reactants are: [OH:1][N:2]1[CH:6]=[C:5]([C:7]([OH:9])=O)[N:4]=[N:3]1.CN(C(ON1N=N[C:20]2[CH:21]=[CH:22][C:23](=[CH:25][C:19]1=2)[Cl:24])=[N+](C)C)C.F[P-](F)(F)(F)(F)F.CCN(C(C)C)C(C)C.C([O:46][C:47](=[O:61])[C@H:48]([OH:60])[CH2:49][C@H:50]([NH2:59])[CH2:51][C:52]1[CH:57]=[CH:56][C:55](Br)=[CH:54][CH:53]=1)C.ClC1C=C(B(O)O)C=CC=1.C([O-])([O-])=O.[K+].[K+].O=O. (3) Given the product [N+:36]([C:27]1[CH:28]=[C:29]([S:32]([NH2:35])(=[O:33])=[O:34])[CH:30]=[CH:31][C:26]=1[NH:1][CH2:2][CH2:3][CH2:4][N:5]1[CH2:10][CH2:9][NH:8][C:7](=[O:11])[CH2:6]1)([O-:38])=[O:37], predict the reactants needed to synthesize it. The reactants are: [NH2:1][CH2:2][CH2:3][CH2:4][N:5]1[CH2:10][CH2:9][NH:8][C:7](=[O:11])[CH2:6]1.C(N(CC)CC)C.O1CCOCC1.Cl[C:26]1[CH:31]=[CH:30][C:29]([S:32]([NH2:35])(=[O:34])=[O:33])=[CH:28][C:27]=1[N+:36]([O-:38])=[O:37]. (4) The reactants are: [CH2:1]([C@H:8]1[CH2:12][O:11][C:10](=[O:13])[N:9]1[C:14](=[O:24])/[CH:15]=[CH:16]/[C:17]1[CH:22]=[CH:21][C:20]([F:23])=[CH:19][CH:18]=1)[C:2]1[CH:7]=[CH:6][CH:5]=[CH:4][CH:3]=1.CO[CH2:27][N:28]([CH2:34][C:35]1[CH:40]=[CH:39][CH:38]=[CH:37][CH:36]=1)[CH2:29][Si](C)(C)C.FC(F)(F)C(O)=O. Given the product [CH2:1]([C@H:8]1[CH2:12][O:11][C:10](=[O:13])[N:9]1[C:14]([C@@H:15]1[C@H:16]([C:17]2[CH:22]=[CH:21][C:20]([F:23])=[CH:19][CH:18]=2)[CH2:29][N:28]([CH2:34][C:35]2[CH:40]=[CH:39][CH:38]=[CH:37][CH:36]=2)[CH2:27]1)=[O:24])[C:2]1[CH:7]=[CH:6][CH:5]=[CH:4][CH:3]=1, predict the reactants needed to synthesize it. (5) Given the product [NH2:31][CH2:30][C:29]1[CH:39]=[CH:40][C:26]([C:24]([NH:23][CH2:22][C:21]2[CH:20]=[CH:19][C:18]([O:17][CH2:16][C:15]([N:11]3[CH2:12][C@H:13]([OH:14])[C@@H:9]([OH:8])[CH2:10]3)=[O:43])=[CH:42][CH:41]=2)=[O:25])=[CH:27][CH:28]=1, predict the reactants needed to synthesize it. The reactants are: [Si]([O:8][C@@H:9]1[C@@H:13]([OH:14])[CH2:12][N:11]([C:15](=[O:43])[CH2:16][O:17][C:18]2[CH:42]=[CH:41][C:21]([CH2:22][NH:23][C:24]([C:26]3[CH:40]=[CH:39][C:29]([CH2:30][NH:31]C(=O)OC(C)(C)C)=[CH:28][CH:27]=3)=[O:25])=[CH:20][CH:19]=2)[CH2:10]1)(C(C)(C)C)(C)C.Cl. (6) Given the product [C:1]([C:5]1[N:6]=[C:7]2[CH:12]=[C:11]([C:13]([O:15][CH2:16][CH3:17])=[O:14])[CH:10]=[C:9]([CH3:18])[N:8]2[C:19]=1[I:20])([CH3:3])([CH3:4])[CH3:2], predict the reactants needed to synthesize it. The reactants are: [C:1]([C:5]1[N:6]=[C:7]2[CH:12]=[C:11]([C:13]([O:15][CH2:16][CH3:17])=[O:14])[CH:10]=[C:9]([CH3:18])[N:8]2[CH:19]=1)([CH3:4])([CH3:3])[CH3:2].[I:20]N1C(=O)CCC1=O.C(=O)([O-])O.[Na+]. (7) Given the product [CH3:1][O:2][C:3]([CH3:23])([CH3:24])[CH2:4][C:5]1[N:6]=[C:7]([C:10]2[O:14][C:13]([CH2:15][C:16]([CH3:21])([CH3:22])[C:17]([OH:19])=[O:18])=[N:12][N:11]=2)[S:8][C:9]=1[C:26]1[C:35]2[C:30](=[CH:31][CH:32]=[CH:33][CH:34]=2)[C:29]([S:36](=[O:37])(=[O:38])[NH:39][C@@H:40]([CH2:45][CH3:46])[C:41]([F:43])([F:42])[F:44])=[CH:28][CH:27]=1, predict the reactants needed to synthesize it. The reactants are: [CH3:1][O:2][C:3]([CH3:24])([CH3:23])[CH2:4][C:5]1[N:6]=[C:7]([C:10]2[O:14][C:13]([CH2:15][C:16]([CH3:22])([CH3:21])[C:17]([O:19]C)=[O:18])=[N:12][N:11]=2)[S:8][CH:9]=1.Br[C:26]1[C:35]2[C:30](=[CH:31][CH:32]=[CH:33][CH:34]=2)[C:29]([S:36]([NH:39][C@@H:40]([CH2:45][CH3:46])[C:41]([F:44])([F:43])[F:42])(=[O:38])=[O:37])=[CH:28][CH:27]=1. (8) Given the product [N+:42]([O-:44])([O:41][CH2:40][C@@H:39]([O:45][N+:46]([O-:48])=[O:47])[CH2:38][CH2:37][OH:36])=[O:43], predict the reactants needed to synthesize it. The reactants are: [N+](C1C=CC(C(OCCCCC(O[N+]([O-])=O)CO[N+]([O-])=O)=O)=CC=1)([O-])=O.[N+](C1C=CC(C([O:36][CH2:37][CH2:38][C@H:39]([O:45][N+:46]([O-:48])=[O:47])[CH2:40][O:41][N+:42]([O-:44])=[O:43])=O)=CC=1)([O-])=O.